From a dataset of Full USPTO retrosynthesis dataset with 1.9M reactions from patents (1976-2016). Predict the reactants needed to synthesize the given product. (1) Given the product [CH3:1][C:2]1[C:6]([C:7]([OH:9])=[O:8])=[CH:5][NH:4][N:3]=1, predict the reactants needed to synthesize it. The reactants are: [CH3:1][C:2]1[C:6]([C:7]([O:9]C)=[O:8])=[CH:5][NH:4][N:3]=1.[OH-].[Na+].Cl. (2) Given the product [F:30][C:31]1[CH:32]=[N:33][C:34]([NH:37][C:38]2[S:39][C:14]3[CH2:13][CH2:12][N:11]([CH2:19][CH2:20][CH2:21][N:22]4[CH2:23][CH2:24][O:25][CH2:26][CH2:27]4)[C:10]4=[N:9][N:8]([CH2:7][C:6]5[CH:28]=[CH:29][C:3]([O:2][CH3:1])=[CH:4][CH:5]=5)[CH:17]=[C:16]4[C:15]=3[N:40]=2)=[N:35][CH:36]=1, predict the reactants needed to synthesize it. The reactants are: [CH3:1][O:2][C:3]1[CH:29]=[CH:28][C:6]([CH2:7][N:8]2[CH:17]=[C:16]3[C:10]([N:11]([CH2:19][CH2:20][CH2:21][N:22]4[CH2:27][CH2:26][O:25][CH2:24][CH2:23]4)[CH2:12][CH2:13][CH2:14][C:15]3=O)=[N:9]2)=[CH:5][CH:4]=1.[F:30][C:31]1[CH:32]=[N:33][C:34]([NH:37][C:38]([NH2:40])=[S:39])=[N:35][CH:36]=1.II. (3) Given the product [I:1][C:2]1[CH:3]=[N:4][N:5]([CH2:18][CH:19]2[CH:20]([CH3:34])[N:21]([CH2:25][C:26]3[CH:27]=[CH:28][C:29]([O:32][CH3:33])=[CH:30][CH:31]=3)[C:22](=[O:24])[CH2:23]2)[CH:6]=1, predict the reactants needed to synthesize it. The reactants are: [I:1][C:2]1[CH:3]=[N:4][NH:5][CH:6]=1.C(=O)([O-])[O-].[Cs+].[Cs+].CS(O[CH2:18][C@H:19]1[CH2:23][C:22](=[O:24])[N:21]([CH2:25][C:26]2[CH:31]=[CH:30][C:29]([O:32][CH3:33])=[CH:28][CH:27]=2)[C@@H:20]1[CH3:34])(=O)=O. (4) Given the product [N:14]1[CH:15]=[CH:16][C:11]([C:7]2[C:6]([C:17]3[CH:22]=[CH:21][N:20]=[CH:19][CH:18]=3)=[CH:5][C:4]([NH2:1])=[C:9]([NH2:10])[N:8]=2)=[CH:12][CH:13]=1, predict the reactants needed to synthesize it. The reactants are: [N+:1]([C:4]1[CH:5]=[C:6]([C:17]2[CH:22]=[CH:21][N:20]=[CH:19][CH:18]=2)[C:7]([C:11]2[CH:16]=[CH:15][N:14]=[CH:13][CH:12]=2)=[N:8][C:9]=1[NH2:10])([O-])=O. (5) Given the product [F:8][C:7]1[C:2]([C:12]2[CH:13]=[C:14]([CH:16]=[CH:17][C:11]=2[CH3:10])[NH2:15])=[N:3][CH:4]=[C:5]([F:9])[CH:6]=1, predict the reactants needed to synthesize it. The reactants are: Cl[C:2]1[C:7]([F:8])=[CH:6][C:5]([F:9])=[CH:4][N:3]=1.[CH3:10][C:11]1[CH:17]=[CH:16][C:14]([NH2:15])=[CH:13][C:12]=1B1OC(C)(C)C(C)(C)O1.C1(C)C=CC=CC=1.C([O-])([O-])=O.[Na+].[Na+]. (6) Given the product [O:17]=[C:13]1[N:12]([CH:8]([CH3:1])[C:9]([O:11][CH2:30][C:29]2[CH:20]=[CH:18][CH:19]=[CH:32][CH:28]=2)=[O:10])[CH2:16][CH2:15][O:14]1, predict the reactants needed to synthesize it. The reactants are: [CH2:1]([CH:8]([N:12]1[CH2:16][CH2:15][O:14][C:13]1=[O:17])[C:9]([O-:11])=[O:10])C1C=CC=CC=1.[CH:18]([N-]C(C)C)([CH3:20])[CH3:19].[Li+].IC.[CH2:28]1[CH2:32]O[CH2:30][CH2:29]1. (7) Given the product [CH2:12]([O:19][C:20]1[CH:29]=[C:28]2[C:23]([C:24]([NH:1][CH2:2][CH2:3][NH:4][C:5](=[O:11])[O:6][C:7]([CH3:8])([CH3:10])[CH3:9])=[C:25]([N+:30]([O-:32])=[O:31])[CH:26]=[N:27]2)=[CH:22][CH:21]=1)[C:13]1[CH:14]=[CH:15][CH:16]=[CH:17][CH:18]=1, predict the reactants needed to synthesize it. The reactants are: [NH2:1][CH2:2][CH2:3][NH:4][C:5](=[O:11])[O:6][C:7]([CH3:10])([CH3:9])[CH3:8].[CH2:12]([O:19][C:20]1[CH:29]=[C:28]2[C:23]([C:24](Cl)=[C:25]([N+:30]([O-:32])=[O:31])[CH:26]=[N:27]2)=[CH:22][CH:21]=1)[C:13]1[CH:18]=[CH:17][CH:16]=[CH:15][CH:14]=1.C(N(CC)CC)C.O. (8) Given the product [NH:5]1[C:6]2[CH:7]=[CH:8][C:9](=[O:14])[NH:10][C:11]=2[CH:12]=[CH:13][C:4]1=[O:3], predict the reactants needed to synthesize it. The reactants are: Br.C[O:3][C:4]1[N:5]=[C:6]2[C:11](=[CH:12][CH:13]=1)[NH:10][C:9](=[O:14])[CH:8]=[CH:7]2.C(=O)([O-])[O-].[Na+].[Na+]. (9) Given the product [NH2:6][C:5]1[CH:7]=[CH:8][C:9]([O:10][C:11]2[CH:12]=[C:13]([Cl:17])[CH:14]=[N:15][CH:16]=2)=[C:3]([C:1]#[N:2])[C:4]=1[Br:18], predict the reactants needed to synthesize it. The reactants are: [C:1]([C:3]1[CH:4]=[C:5]([CH:7]=[CH:8][C:9]=1[O:10][C:11]1[CH:12]=[C:13]([Cl:17])[CH:14]=[N:15][CH:16]=1)[NH2:6])#[N:2].[Br:18]Br.